From a dataset of Reaction yield outcomes from USPTO patents with 853,638 reactions. Predict the reaction yield, written as a fraction of the theoretical maximum amount of product (1.0 means a 100% yield; for example, 0.34 means a 34% yield). (1) The reactants are [C:1]([N:4]1[C@@H:12]([C:13]2[CH:18]=[CH:17][C:16]([O:19][CH3:20])=[CH:15][CH:14]=2)[C@@H:11]2[C:6]([C:7]3[CH:24]=[C:23]([O:25][CH3:26])[CH:22]=[CH:21][C:8]=3[CH2:9][CH2:10]2)=[N:5]1)(=O)[CH3:2].[H-].[H-].[H-].[H-].[Li+].[Al+3]. The catalyst is C1COCC1. The product is [CH2:1]([N:4]1[C@@H:12]([C:13]2[CH:14]=[CH:15][C:16]([O:19][CH3:20])=[CH:17][CH:18]=2)[C@@H:11]2[C:6]([C:7]3[CH:24]=[C:23]([O:25][CH3:26])[CH:22]=[CH:21][C:8]=3[CH2:9][CH2:10]2)=[N:5]1)[CH3:2]. The yield is 0.170. (2) The reactants are [CH2:1]([C:8]1[CH2:12][CH2:11][CH2:10][N:9]=1)[C:2]1[CH:7]=[CH:6][CH:5]=[CH:4][CH:3]=1.[CH3:13][S:14]([C:17]1[CH:26]=[CH:25][C:20]([C:21](=O)[CH2:22]Br)=[CH:19][CH:18]=1)(=[O:16])=[O:15].C([O-])(O)=O.[Na+].BrC(Br)=O. The catalyst is CO.C(Cl)Cl.O.CCCCCC.CCOCC. The product is [CH3:13][S:14]([C:17]1[CH:26]=[CH:25][C:20]([C:21]2[C:1]([C:2]3[CH:7]=[CH:6][CH:5]=[CH:4][CH:3]=3)=[C:8]3[N:9]([CH:22]=2)[CH2:10][CH2:11][CH2:12]3)=[CH:19][CH:18]=1)(=[O:15])=[O:16]. The yield is 0.250. (3) The reactants are [CH2:1]([C:3]1[CH:12]=[CH:11][C:6]2[N:7]=[C:8]([NH2:10])[S:9][C:5]=2[CH:4]=1)[CH3:2].[C:13]1([CH3:22])[CH:18]=[CH:17][C:16]([C:19](Cl)=[O:20])=[CH:15][CH:14]=1.Br[CH:24]([CH3:30])[C:25]([O:27]CC)=[O:26].COC1C=CC2N=C(N)SC=2C=1.ClC1C=C(C=CC=1)C(Cl)=O.BrCC(OCC)=O. No catalyst specified. The product is [CH2:1]([C:3]1[CH:12]=[CH:11][C:6]2[N:7]([CH:24]([CH3:30])[C:25]([OH:27])=[O:26])[C:8](=[N:10][C:19](=[O:20])[C:16]3[CH:17]=[CH:18][C:13]([CH3:22])=[CH:14][CH:15]=3)[S:9][C:5]=2[CH:4]=1)[CH3:2]. The yield is 0.260. (4) The reactants are [NH2:1][C:2]1[CH:3]=[N:4][CH:5]=[CH:6][C:7]=1[C:8]([O:10][CH3:11])=[O:9].ClC(Cl)(O[C:16](=[O:22])OC(Cl)(Cl)Cl)Cl.[Br:24][C:25]1[CH:26]=[CH:27][C:28]([NH2:31])=[N:29][CH:30]=1. The catalyst is C(Cl)Cl. The product is [Br:24][C:25]1[CH:26]=[CH:27][C:28]([NH:31][C:16]([NH:1][C:2]2[CH:3]=[N:4][CH:5]=[CH:6][C:7]=2[C:8]([O:10][CH3:11])=[O:9])=[O:22])=[N:29][CH:30]=1. The yield is 0.490. (5) The reactants are CC1(C)C(C)(C)OB([C:9]2[CH:10]=[CH:11][C:12]([C:15]#[N:16])=[N:13][CH:14]=2)O1.Br[C:19]1[CH:26]=[CH:25][CH:24]=[CH:23][C:20]=1[CH:21]=[O:22].C(#N)C.C(=O)([O-])[O-].[Na+].[Na+]. The catalyst is Cl[Pd](Cl)([P](C1C=CC=CC=1)(C1C=CC=CC=1)C1C=CC=CC=1)[P](C1C=CC=CC=1)(C1C=CC=CC=1)C1C=CC=CC=1.C(OCC)(=O)C. The product is [CH:21]([C:20]1[CH:23]=[CH:24][CH:25]=[CH:26][C:19]=1[C:9]1[CH:10]=[CH:11][C:12]([C:15]#[N:16])=[N:13][CH:14]=1)=[O:22]. The yield is 0.720. (6) The reactants are Cl.[NH:2]1[C:10]2[C:5](=[CH:6][C:7]([NH:11][NH2:12])=[CH:8][CH:9]=2)[CH:4]=[N:3]1.[CH3:13][C:14]([CH3:21])([CH3:20])[C:15](=O)[CH2:16][C:17]#[N:18]. The catalyst is CCO. The product is [C:14]([C:15]1[CH:16]=[C:17]([NH2:18])[N:11]([C:7]2[CH:6]=[C:5]3[C:10](=[CH:9][CH:8]=2)[NH:2][N:3]=[CH:4]3)[N:12]=1)([CH3:21])([CH3:20])[CH3:13]. The yield is 0.600. (7) The reactants are Cl[CH2:2][CH2:3][CH2:4][N:5]1[C:10]2[CH:11]=[CH:12][CH:13]=[CH:14][C:9]=2[O:8][CH2:7][C:6]1=[O:15].C([O-])([O-])=O.[K+].[K+].[Na+].[I-].[CH:24](=[C:28]1[CH2:34][CH:33]2[NH:35][CH:30]([CH2:31][CH2:32]2)[CH2:29]1)[CH2:25][CH2:26][CH3:27]. The catalyst is C(Cl)Cl.CO. The product is [CH:24](=[C:28]1[CH2:29][CH:30]2[N:35]([CH2:2][CH2:3][CH2:4][N:5]3[C:10]4[CH:11]=[CH:12][CH:13]=[CH:14][C:9]=4[O:8][CH2:7][C:6]3=[O:15])[CH:33]([CH2:32][CH2:31]2)[CH2:34]1)[CH2:25][CH2:26][CH3:27]. The yield is 0.410.